Dataset: Forward reaction prediction with 1.9M reactions from USPTO patents (1976-2016). Task: Predict the product of the given reaction. (1) Given the reactants C(Cl)(=O)C(Cl)=O.[C:7]([O:10][C:11]1[CH:21]=[CH:20][C:14]([CH:15]=[CH:16][C:17]([OH:19])=O)=[CH:13][CH:12]=1)(=[O:9])[CH3:8].[NH2:22][C:23]1[CH:35]=[C:34]([O:36][C:37]2[CH:42]=[CH:41][CH:40]=[CH:39][CH:38]=2)[CH:33]=[CH:32][C:24]=1[C:25]([O:27][C:28]([CH3:31])([CH3:30])[CH3:29])=[O:26].C(=O)([O-])O.[Na+], predict the reaction product. The product is: [C:7]([O:10][C:11]1[CH:12]=[CH:13][C:14](/[CH:15]=[CH:16]/[C:17]([NH:22][C:23]2[CH:35]=[C:34]([O:36][C:37]3[CH:42]=[CH:41][CH:40]=[CH:39][CH:38]=3)[CH:33]=[CH:32][C:24]=2[C:25]([O:27][C:28]([CH3:29])([CH3:30])[CH3:31])=[O:26])=[O:19])=[CH:20][CH:21]=1)(=[O:9])[CH3:8]. (2) Given the reactants [CH3:1][S:2]([NH:5][CH2:6][CH2:7][CH2:8][C:9]([NH2:11])=[S:10])(=[O:4])=[O:3].Br[CH2:13][C:14](=O)[C:15]([O:17][CH2:18][CH3:19])=[O:16], predict the reaction product. The product is: [CH2:18]([O:17][C:15]([C:14]1[N:11]=[C:9]([CH2:8][CH2:7][CH2:6][NH:5][S:2]([CH3:1])(=[O:3])=[O:4])[S:10][CH:13]=1)=[O:16])[CH3:19]. (3) The product is: [CH:1]1([NH:7][CH2:8][CH2:9][CH2:10][NH:11][CH2:35][C:33]([CH3:36])([OH:34])[CH2:32][N:22]2[C:23]3[CH:24]=[CH:25][C:26]([F:31])=[CH:27][C:28]=3[C:29]3[C:21]2=[CH:20][CH:19]=[C:18]([F:17])[CH:30]=3)[CH2:6][CH2:5][CH2:4][CH2:3][CH2:2]1. Given the reactants [CH:1]1([NH:7][CH2:8][CH2:9][CH2:10][NH2:11])[CH2:6][CH2:5][CH2:4][CH2:3][CH2:2]1.C(N)CCN.[F:17][C:18]1[CH:19]=[CH:20][C:21]2[N:22]([CH2:32][C:33]3([CH3:36])[CH2:35][O:34]3)[C:23]3[C:28]([C:29]=2[CH:30]=1)=[CH:27][C:26]([F:31])=[CH:25][CH:24]=3.FC1C=CC2N(CC3CO3)C3C(C=2C=1)=CC(F)=CC=3, predict the reaction product.